This data is from Catalyst prediction with 721,799 reactions and 888 catalyst types from USPTO. The task is: Predict which catalyst facilitates the given reaction. Reactant: Br[C:2]1[CH:9]=[CH:8][CH:7]=[CH:6][C:3]=1[CH2:4][OH:5].[C:10]1(B(O)O)[C:19]2[C:14](=[CH:15][CH:16]=[CH:17][CH:18]=2)[CH:13]=[CH:12][CH:11]=1.[O-]P([O-])([O-])=O.[K+].[K+].[K+]. Product: [C:18]1([C:2]2[CH:9]=[CH:8][CH:7]=[CH:6][C:3]=2[CH2:4][OH:5])[C:19]2[C:14](=[CH:13][CH:12]=[CH:11][CH:10]=2)[CH:15]=[CH:16][CH:17]=1. The catalyst class is: 233.